From a dataset of Cav3 T-type calcium channel HTS with 100,875 compounds. Binary Classification. Given a drug SMILES string, predict its activity (active/inactive) in a high-throughput screening assay against a specified biological target. (1) The compound is O(C1CC2N(C(CC2)C1)C)C(=O)c1c2c([nH]c1)cccc2. The result is 0 (inactive). (2) The result is 0 (inactive). The drug is s1c2C(NC(Cc2c(c1NC(=O)C)C#N)(C)C)(C)C. (3) The compound is O=C(N1CCN(CC1)Cc1cc2OCOc2cc1)c1c2c(c(=O)n(c1)CC)cc(OC)c(OC)c2. The result is 0 (inactive). (4) The molecule is O=C(NC(C)C)C1CCN(CC1)C(=O)N(C)C. The result is 0 (inactive).